Dataset: Cav3 T-type calcium channel HTS with 100,875 compounds. Task: Binary Classification. Given a drug SMILES string, predict its activity (active/inactive) in a high-throughput screening assay against a specified biological target. The molecule is Brc1c(C2Nc3c(C4C2CC=C4)cc(F)cc3)cc2OCOc2c1. The result is 0 (inactive).